Dataset: Reaction yield outcomes from USPTO patents with 853,638 reactions. Task: Predict the reaction yield, written as a fraction of the theoretical maximum amount of product (1.0 means a 100% yield; for example, 0.34 means a 34% yield). The reactants are [Cl:1][C:2]1[CH:3]=[C:4]([CH:8]=[CH:9][C:10]=1[O:11][CH:12]([CH3:14])[CH3:13])[C:5]([OH:7])=O.C1C=CC2N(O)N=NC=2C=1.C(Cl)CCl.O[NH:30][C:31](=[NH:50])[C:32]1[CH:49]=[CH:48][C:35]2[CH2:36][CH2:37][N:38]([C:41]([O:43][C:44]([CH3:47])([CH3:46])[CH3:45])=[O:42])[CH2:39][CH2:40][C:34]=2[CH:33]=1. The catalyst is CN(C=O)C. The product is [Cl:1][C:2]1[CH:3]=[C:4]([C:5]2[O:7][N:30]=[C:31]([C:32]3[CH:49]=[CH:48][C:35]4[CH2:36][CH2:37][N:38]([C:41]([O:43][C:44]([CH3:45])([CH3:46])[CH3:47])=[O:42])[CH2:39][CH2:40][C:34]=4[CH:33]=3)[N:50]=2)[CH:8]=[CH:9][C:10]=1[O:11][CH:12]([CH3:14])[CH3:13]. The yield is 0.290.